From a dataset of Human liver microsome stability data. Regression/Classification. Given a drug SMILES string, predict its absorption, distribution, metabolism, or excretion properties. Task type varies by dataset: regression for continuous measurements (e.g., permeability, clearance, half-life) or binary classification for categorical outcomes (e.g., BBB penetration, CYP inhibition). Dataset: hlm. (1) The drug is CC(C)(C)c1cc(NC(=O)[C@@H]2CCCCN2CC2CC2)no1. The result is 1 (stable in human liver microsomes). (2) The compound is Cc1nc2ccccc2c(-c2ccc3c4c(ccnc24)CCO3)c1[C@H](OC(C)(C)C)C(=O)O. The result is 0 (unstable in human liver microsomes).